This data is from Peptide-MHC class I binding affinity with 185,985 pairs from IEDB/IMGT. The task is: Regression. Given a peptide amino acid sequence and an MHC pseudo amino acid sequence, predict their binding affinity value. This is MHC class I binding data. (1) The peptide sequence is GRTFGKLPY. The MHC is HLA-A02:03 with pseudo-sequence HLA-A02:03. The binding affinity (normalized) is 0.0847. (2) The peptide sequence is MPLVMAWRT. The MHC is HLA-B51:01 with pseudo-sequence HLA-B51:01. The binding affinity (normalized) is 0.395. (3) The peptide sequence is YMREVGAAL. The MHC is HLA-B08:03 with pseudo-sequence HLA-B08:03. The binding affinity (normalized) is 0.610. (4) The peptide sequence is PIQKETWETW. The MHC is HLA-B42:01 with pseudo-sequence HLA-B42:01. The binding affinity (normalized) is 0.